This data is from Full USPTO retrosynthesis dataset with 1.9M reactions from patents (1976-2016). The task is: Predict the reactants needed to synthesize the given product. Given the product [CH2:27]([N:23]1[C:24]2[C:20](=[CH:19][C:18]([C:14]3[NH:13][C:12]4[N:11]([N:10]=[C:9]([CH3:29])[C:8]=4[C:6]4[O:7][N:2]=[C:3]([CH3:4])[N:5]=4)[C:16](=[O:17])[CH:15]=3)=[CH:26][CH:25]=2)[CH:21]=[N:22]1)[CH3:28], predict the reactants needed to synthesize it. The reactants are: C[N:2](C)/[C:3](=[N:5]/[C:6]([C:8]1[C:9]([CH3:29])=[N:10][N:11]2[C:16](=[O:17])[CH:15]=[C:14]([C:18]3[CH:19]=[C:20]4[C:24](=[CH:25][CH:26]=3)[N:23]([CH2:27][CH3:28])[N:22]=[CH:21]4)[NH:13][C:12]=12)=[O:7])/[CH3:4].NO.Cl.[OH-].[Na+].